From a dataset of Reaction yield outcomes from USPTO patents with 853,638 reactions. Predict the reaction yield, written as a fraction of the theoretical maximum amount of product (1.0 means a 100% yield; for example, 0.34 means a 34% yield). (1) The reactants are [F:1][C:2]1[CH:3]=[C:4]2[C:9](=[CH:10][CH:11]=1)[N:8]([C:12]1[C:13]([C:26]3[CH:27]=[C:28]4[C:32](=[CH:33][CH:34]=3)[NH:31][C:30]([CH3:35])=[CH:29]4)=[N:14][C:15]3[C:20]([N:21]=1)=[CH:19][C:18]([C:22]([O:24]C)=[O:23])=[CH:17][CH:16]=3)[CH2:7][CH2:6][CH2:5]2.[OH-].[Na+]. The catalyst is CO.O. The product is [F:1][C:2]1[CH:3]=[C:4]2[C:9](=[CH:10][CH:11]=1)[N:8]([C:12]1[C:13]([C:26]3[CH:27]=[C:28]4[C:32](=[CH:33][CH:34]=3)[NH:31][C:30]([CH3:35])=[CH:29]4)=[N:14][C:15]3[C:20]([N:21]=1)=[CH:19][C:18]([C:22]([OH:24])=[O:23])=[CH:17][CH:16]=3)[CH2:7][CH2:6][CH2:5]2. The yield is 0.710. (2) The reactants are [CH3:1][C:2]1[CH:29]=[CH:28][C:5]([C:6]([C:8]2[N:9]([CH2:13]/[CH:14]=[CH:15]/[C:16]3[CH:17]=[C:18]([CH:25]=[CH:26][CH:27]=3)[O:19][CH2:20][C:21]([O:23]C)=[O:22])[CH:10]=[CH:11][CH:12]=2)=[O:7])=[CH:4][CH:3]=1.[OH-].[Li+].O1CCCC1.Cl. The catalyst is CO. The product is [CH3:1][C:2]1[CH:3]=[CH:4][C:5]([C:6]([C:8]2[N:9]([CH2:13]/[CH:14]=[CH:15]/[C:16]3[CH:17]=[C:18]([CH:25]=[CH:26][CH:27]=3)[O:19][CH2:20][C:21]([OH:23])=[O:22])[CH:10]=[CH:11][CH:12]=2)=[O:7])=[CH:28][CH:29]=1. The yield is 1.00. (3) The reactants are [CH2:1]([OH:6])[CH2:2][CH2:3][CH2:4][OH:5].[H-].[Na+].[C:9](Cl)(=[O:11])[CH3:10]. The catalyst is C1COCC1.C(OCC)C.C([O-])([O-])=O.[K+].[K+]. The product is [OH:5][CH2:4][CH2:3][CH2:2][CH2:1][O:6][C:9](=[O:11])[CH3:10]. The yield is 0.510. (4) The reactants are C(N(CC)C(C)C)(C)C.[Cl:10][C:11]1[N:12]=[CH:13][C:14]([C:17]([OH:19])=O)=[N:15][CH:16]=1.F[P-](F)(F)(F)(F)F.C[N+](C)=C(N(C)C)ON1C2N=CC=CC=2N=N1.[F:44][C:45]([F:50])([F:49])[C@@H:46]([NH2:48])[CH3:47].C([O-])(O)=O.[Na+]. The catalyst is C(Cl)Cl. The product is [Cl:10][C:11]1[N:12]=[CH:13][C:14]([C:17]([NH:48][C@@H:46]([CH3:47])[C:45]([F:50])([F:49])[F:44])=[O:19])=[N:15][CH:16]=1. The yield is 0.730. (5) The reactants are [Cl:1][C:2]1[CH:33]=[CH:32][C:5]([CH2:6][CH2:7][NH:8][C:9]([C:11]2[CH:31]=[CH:30][C:14]([O:15][C:16]3[CH:21]=[CH:20][C:19]([CH2:22][C:23]([O:25]CC)=[O:24])=[CH:18][C:17]=3[CH2:28][CH3:29])=[CH:13][CH:12]=2)=[O:10])=[CH:4][CH:3]=1.[OH-].[Na+]. The yield is 0.213. The product is [Cl:1][C:2]1[CH:3]=[CH:4][C:5]([CH2:6][CH2:7][NH:8][C:9]([C:11]2[CH:12]=[CH:13][C:14]([O:15][C:16]3[CH:21]=[CH:20][C:19]([CH2:22][C:23]([OH:25])=[O:24])=[CH:18][C:17]=3[CH2:28][CH3:29])=[CH:30][CH:31]=2)=[O:10])=[CH:32][CH:33]=1. The catalyst is O1CCOCC1.O.C(OCC)(=O)C.Cl. (6) The product is [OH:1][CH:2]([CH2:14][CH2:15][CH2:16][CH2:17][CH2:18][CH2:19][CH2:20][CH3:21])[CH2:3][O:4][C:5]1[CH:10]=[CH:9][C:8]([NH2:11])=[CH:7][CH:6]=1. The reactants are [OH:1][CH:2]([CH2:14][CH2:15][CH2:16][CH2:17][CH2:18][CH2:19][CH2:20][CH3:21])[CH2:3][O:4][C:5]1[CH:10]=[CH:9][C:8]([N+:11]([O-])=O)=[CH:7][CH:6]=1.[H][H]. The yield is 1.00. The catalyst is C(OCC)(=O)C.[Pd]. (7) The reactants are [CH2:1]([CH:3]1[CH2:11][C:6]2([O:10][CH2:9][CH2:8][O:7]2)[CH2:5][CH:4]1[C:12]1[N:16]2[C:17]3[CH:23]=[CH:22][N:21](S(C4C=CC(C)=CC=4)(=O)=O)[C:18]=3[N:19]=[CH:20][C:15]2=[N:14][N:13]=1)[CH3:2]. The catalyst is O1CCOCC1.[OH-].[Na+]. The product is [CH2:1]([CH:3]1[CH2:11][C:6]2([O:7][CH2:8][CH2:9][O:10]2)[CH2:5][CH:4]1[C:12]1[N:16]2[C:17]3[CH:23]=[CH:22][NH:21][C:18]=3[N:19]=[CH:20][C:15]2=[N:14][N:13]=1)[CH3:2]. The yield is 0.880. (8) The reactants are C1(P(C2C=CC=CC=2)C2C=CC=CC=2)C=CC=CC=1.[Cl:20][C:21]1[CH:26]=[CH:25][CH:24]=[CH:23][C:22]=1[OH:27].[CH2:28]([N:35]1[CH2:40][CH2:39][CH:38](O)[CH2:37][CH2:36]1)[C:29]1[CH:34]=[CH:33][CH:32]=[CH:31][CH:30]=1. The catalyst is ClCCl. The product is [CH2:28]([N:35]1[CH2:40][CH2:39][CH:38]([O:27][C:22]2[CH:23]=[CH:24][CH:25]=[CH:26][C:21]=2[Cl:20])[CH2:37][CH2:36]1)[C:29]1[CH:34]=[CH:33][CH:32]=[CH:31][CH:30]=1. The yield is 0.890. (9) The reactants are [Br:1][C:2]1[CH:7]=[CH:6][C:5]([S:8](Cl)(=[O:10])=[O:9])=[CH:4][CH:3]=1.[NH:12]1[CH2:15][CH2:14][CH2:13]1. No catalyst specified. The product is [Br:1][C:2]1[CH:7]=[CH:6][C:5]([S:8]([N:12]2[CH2:15][CH2:14][CH2:13]2)(=[O:10])=[O:9])=[CH:4][CH:3]=1. The yield is 0.930.